Dataset: Reaction yield outcomes from USPTO patents with 853,638 reactions. Task: Predict the reaction yield, written as a fraction of the theoretical maximum amount of product (1.0 means a 100% yield; for example, 0.34 means a 34% yield). (1) The reactants are Cl.Cl.[NH:3]1[CH2:6][CH:5]([C:7]2[C:8]([O:30][CH3:31])=[C:9]([CH:15]([N:17]3[C:21]4=[N:22][CH:23]=[N:24][C:25]([NH2:26])=[C:20]4[C:19]([CH:27]([F:29])[F:28])=[N:18]3)[CH3:16])[CH:10]=[C:11]([Cl:14])[C:12]=2[F:13])[CH2:4]1.[Si]([O:39][CH2:40][CH:41]=O)(C(C)(C)C)(C)C.C(N(CC)CC)C.C(O[BH-](OC(=O)C)OC(=O)C)(=O)C.[Na+].Cl.O. The catalyst is C(Cl)Cl. The product is [NH2:26][C:25]1[N:24]=[CH:23][N:22]=[C:21]2[N:17]([CH:15]([C:9]3[C:8]([O:30][CH3:31])=[C:7]([CH:5]4[CH2:6][N:3]([CH2:41][CH2:40][OH:39])[CH2:4]4)[C:12]([F:13])=[C:11]([Cl:14])[CH:10]=3)[CH3:16])[N:18]=[C:19]([CH:27]([F:29])[F:28])[C:20]=12. The yield is 0.0560. (2) The reactants are ClC1C=CC(Cl)=CC=1C1C(Cl)=CC(OC)=C(C(OC)=O)C=1.C(OC([N:29]1[CH2:34][CH2:33][N:32]([C:35]([C:37]2[CH:38]=[C:39]([C:46]3[CH:51]=[C:50]([Cl:52])[CH:49]=[CH:48][C:47]=3[Cl:53])[C:40]([Cl:45])=[CH:41][C:42]=2[O:43][CH3:44])=[O:36])[CH:31]([CH2:54][OH:55])[CH2:30]1)=O)(C)(C)C.[C:56]([OH:60])(=O)[CH:57]=[CH2:58].F[P-](F)(F)(F)(F)F.N1(O[P+](N(C)C)(N(C)C)N(C)C)C2C=CC=CC=2N=N1.CCN(C(C)C)C(C)C. The catalyst is Cl.CO.CN(C=O)C.O. The product is [OH:55][CH2:54][CH:31]1[N:32]([C:35]([C:37]2[CH:38]=[C:39]([C:46]3[CH:51]=[C:50]([Cl:52])[CH:49]=[CH:48][C:47]=3[Cl:53])[C:40]([Cl:45])=[CH:41][C:42]=2[O:43][CH3:44])=[O:36])[CH2:33][CH2:34][N:29]([C:56](=[O:60])[CH:57]=[CH2:58])[CH2:30]1. The yield is 0.240. (3) The reactants are [NH2:1][C:2]1[CH:7]=[C:6]([Cl:8])[C:5]([CH3:9])=[CH:4][C:3]=1[S:10]([OH:13])(=[O:12])=[O:11].[Br:14][C:15]1[CH:20]=[CH:19][CH:18]=[C:17]([N:21]=[C:22]=[O:23])[CH:16]=1.C(N(CC)CC)C. The catalyst is C1COCC1.C(OCC)(=O)C. The product is [Br:14][C:15]1[CH:16]=[C:17]([NH:21][C:22](=[O:23])[NH:1][C:2]2[CH:7]=[C:6]([Cl:8])[C:5]([CH3:9])=[CH:4][C:3]=2[S:10]([OH:13])(=[O:12])=[O:11])[CH:18]=[CH:19][CH:20]=1. The yield is 0.650.